From a dataset of Reaction yield outcomes from USPTO patents with 853,638 reactions. Predict the reaction yield, written as a fraction of the theoretical maximum amount of product (1.0 means a 100% yield; for example, 0.34 means a 34% yield). (1) The reactants are [OH:1]/[N:2]=[C:3](\Cl)/[C:4]1[CH:15]=[CH:14][C:7]2[B:8]([OH:13])[O:9][C:10]([CH3:12])([CH3:11])[C:6]=2[CH:5]=1.[Cl:17][C:18]1[CH:23]=[C:22]([C:24]([C:26]([F:29])([F:28])[F:27])=[CH2:25])[CH:21]=[C:20]([Cl:30])[C:19]=1[O:31][CH2:32][C:33]([F:36])([F:35])[F:34].CC(=O)OCC. The catalyst is CN(C=O)C. The product is [Cl:17][C:18]1[CH:23]=[C:22]([C:24]2([C:26]([F:29])([F:27])[F:28])[O:1][N:2]=[C:3]([C:4]3[CH:15]=[CH:14][C:7]4[B:8]([OH:13])[O:9][C:10]([CH3:12])([CH3:11])[C:6]=4[CH:5]=3)[CH2:25]2)[CH:21]=[C:20]([Cl:30])[C:19]=1[O:31][CH2:32][C:33]([F:34])([F:36])[F:35]. The yield is 0.183. (2) The reactants are [Br:1][C:2]1[CH:7]=[CH:6][CH:5]=[CH:4][C:3]=1[OH:8].C(=O)([O-])[O-].[K+].[K+].[C:15]([O:19][C:20]([N:22]1[CH2:27][CH2:26][CH:25](OS(C)(=O)=O)[CH2:24][CH2:23]1)=[O:21])([CH3:18])([CH3:17])[CH3:16]. The catalyst is CN(C=O)C.O. The product is [C:15]([O:19][C:20]([N:22]1[CH2:27][CH2:26][CH:25]([O:8][C:3]2[CH:4]=[CH:5][CH:6]=[CH:7][C:2]=2[Br:1])[CH2:24][CH2:23]1)=[O:21])([CH3:18])([CH3:16])[CH3:17]. The yield is 0.680. (3) The reactants are Br[C:2]1[C:3]([C:12]([O:14]C)=[O:13])=[CH:4][C:5]2[O:10][CH2:9][CH2:8][O:7][C:6]=2[CH:11]=1.[CH3:16][O-:17].[Na+]. The yield is 0.570. The catalyst is CN(C=O)C.O. The product is [CH3:16][O:17][C:2]1[C:3]([C:12]([OH:14])=[O:13])=[CH:4][C:5]2[O:10][CH2:9][CH2:8][O:7][C:6]=2[CH:11]=1. (4) The reactants are Cl.[CH3:2][NH:3][OH:4].[CH3:5][O-:6].[Na+].[Br:8][C:9]1[CH:10]=[C:11]2C(=[CH:17][CH:18]=1)O[CH:14]([C:19]1[CH:24]=[CH:23][N:22]=[CH:21][CH:20]=1)[CH2:13]/[C:12]/2=[N:25]\[C:26]#[N:27]. The catalyst is CO. The product is [Br:8][C:9]1[CH:10]=[C:11]2[C:12]3([O:4][N:3]([CH3:2])[C:26]([NH2:27])=[N:25]3)[CH2:13][CH:14]([C:19]3[CH:20]=[CH:21][N:22]=[CH:23][CH:24]=3)[O:6][C:5]2=[CH:17][CH:18]=1. The yield is 0.300. (5) The reactants are Cl.[CH:2]1[C:15]2[NH:14][C:13]3[C:8](=[CH:9][CH:10]=[CH:11][CH:12]=3)[S:7][C:6]=2[CH:5]=[CH:4][C:3]=1[C:16]1[N:17]=[C:18]([CH2:21][NH2:22])[S:19][CH:20]=1.[CH3:23][C:24]([CH:27]=O)([CH3:26])[CH3:25].C(=O)CC. No catalyst specified. The product is [CH2:23]([NH:22][CH2:21][C:18]1[S:19][CH:20]=[C:16]([C:3]2[CH:4]=[CH:5][C:6]3[S:7][C:8]4[C:13](=[CH:12][CH:11]=[CH:10][CH:9]=4)[NH:14][C:15]=3[CH:2]=2)[N:17]=1)[C:24]([CH3:27])([CH3:26])[CH3:25]. The yield is 0.406. (6) The reactants are C(N(CC)C(C)C)(C)C.Cl.Cl.[CH3:12][Si:13]([CH3:40])([CH3:39])[CH2:14][CH2:15][O:16][CH2:17][N:18]1[C:22]2=[N:23][CH:24]=[CH:25][C:26]([C:27]3[CH:28]=[N:29][N:30]([C:32]4([CH2:36][C:37]#[N:38])[CH2:35][NH:34][CH2:33]4)[CH:31]=3)=[C:21]2[CH:20]=[CH:19]1.Cl[C:42]1[N:43]=[CH:44][C:45]([C:48]([O:50][CH3:51])=[O:49])=[N:46][CH:47]=1.C([O-])(O)=O.[Na+]. The catalyst is O1CCOCC1. The product is [C:37]([CH2:36][C:32]1([N:30]2[CH:31]=[C:27]([C:26]3[CH:25]=[CH:24][N:23]=[C:22]4[N:18]([CH2:17][O:16][CH2:15][CH2:14][Si:13]([CH3:39])([CH3:12])[CH3:40])[CH:19]=[CH:20][C:21]=34)[CH:28]=[N:29]2)[CH2:33][N:34]([C:42]2[N:43]=[CH:44][C:45]([C:48]([O:50][CH3:51])=[O:49])=[N:46][CH:47]=2)[CH2:35]1)#[N:38]. The yield is 0.120.